From a dataset of Forward reaction prediction with 1.9M reactions from USPTO patents (1976-2016). Predict the product of the given reaction. (1) Given the reactants [Cl:1][C:2]1[CH:3]=[C:4]([N:12]([CH2:20][CH3:21])[CH:13]2[CH2:18][CH2:17][N:16]([CH3:19])[CH2:15][CH2:14]2)[C:5]([CH3:11])=[C:6]([CH:10]=1)[C:7]([OH:9])=O.Cl.Cl.[NH2:24][CH2:25][C:26]1[C:27](=[O:36])[NH:28][C:29]([CH3:35])=[CH:30][C:31]=1[CH:32]([CH3:34])[CH3:33].C1CN([P+](ON2N=NC3C=CC=CC2=3)(N2CCCC2)N2CCCC2)CC1.F[P-](F)(F)(F)(F)F.CCN(C(C)C)C(C)C, predict the reaction product. The product is: [Cl:1][C:2]1[CH:3]=[C:4]([N:12]([CH2:20][CH3:21])[CH:13]2[CH2:18][CH2:17][N:16]([CH3:19])[CH2:15][CH2:14]2)[C:5]([CH3:11])=[C:6]([CH:10]=1)[C:7]([NH:24][CH2:25][C:26]1[C:27](=[O:36])[NH:28][C:29]([CH3:35])=[CH:30][C:31]=1[CH:32]([CH3:33])[CH3:34])=[O:9]. (2) Given the reactants [O:1]([CH2:8][C:9](Cl)=[O:10])[C:2]1[CH:7]=[CH:6][CH:5]=[CH:4][CH:3]=1.[CH3:12][NH:13][C@H:14]1[CH2:33][N:18]2[C:19]3[C:24]([C:25]([CH2:26][C:27]([O:29]CCC)=[O:28])=[C:17]2[CH2:16][CH2:15]1)=[CH:23][CH:22]=[CH:21][CH:20]=3, predict the reaction product. The product is: [CH3:12][N:13]([C:9](=[O:10])[CH2:8][O:1][C:2]1[CH:7]=[CH:6][CH:5]=[CH:4][CH:3]=1)[C@H:14]1[CH2:33][N:18]2[C:19]3[C:24]([C:25]([CH2:26][C:27]([OH:29])=[O:28])=[C:17]2[CH2:16][CH2:15]1)=[CH:23][CH:22]=[CH:21][CH:20]=3. (3) Given the reactants [Br:1][C:2]1[C:10]2[S:9][CH:8]=[C:7]([CH:11]([C:25]3[CH:30]=[CH:29][C:28]([Cl:31])=[CH:27][CH:26]=3)[C@@H:12]([C:16]3[CH:24]=[CH:23][C:19]([C:20](O)=[O:21])=[CH:18][CH:17]=3)[CH2:13][CH2:14][CH3:15])[C:6]=2[CH:5]=[C:4]([CH3:32])[CH:3]=1.[N:33]1[NH:34][N:35]=[N:36][C:37]=1[CH2:38][NH2:39].C(Cl)CCl.C1C=CC2N(O)N=NC=2C=1.CCN(C(C)C)C(C)C, predict the reaction product. The product is: [Br:1][C:2]1[C:10]2[S:9][CH:8]=[C:7]([CH:11]([C:25]3[CH:30]=[CH:29][C:28]([Cl:31])=[CH:27][CH:26]=3)[C@@H:12]([C:16]3[CH:24]=[CH:23][C:19]([C:20]([NH:39][CH2:38][C:37]4[N:33]=[N:34][NH:35][N:36]=4)=[O:21])=[CH:18][CH:17]=3)[CH2:13][CH2:14][CH3:15])[C:6]=2[CH:5]=[C:4]([CH3:32])[CH:3]=1. (4) Given the reactants [Cl:1][C:2]1[CH:3]=[CH:4][C:5]([O:28][CH2:29][CH:30]([CH3:32])[CH3:31])=[C:6]([CH2:8][N:9]2[C:13]([CH3:14])=[CH:12][C:11]([C:15]([NH:17][C:18]3[CH:23]=[CH:22][C:21]([CH:24]=O)=[C:20]([O:26][CH3:27])[CH:19]=3)=[O:16])=[N:10]2)[CH:7]=1.[NH:33]1[CH2:38][CH2:37][O:36][CH2:35][CH2:34]1.C(O[BH-](OC(=O)C)OC(=O)C)(=O)C.[Na+].C(OCC)(=O)C, predict the reaction product. The product is: [ClH:1].[Cl:1][C:2]1[CH:3]=[CH:4][C:5]([O:28][CH2:29][CH:30]([CH3:32])[CH3:31])=[C:6]([CH2:8][N:9]2[C:13]([CH3:14])=[CH:12][C:11]([C:15]([NH:17][C:18]3[CH:23]=[CH:22][C:21]([CH2:24][N:33]4[CH2:38][CH2:37][O:36][CH2:35][CH2:34]4)=[C:20]([O:26][CH3:27])[CH:19]=3)=[O:16])=[N:10]2)[CH:7]=1.